Dataset: Forward reaction prediction with 1.9M reactions from USPTO patents (1976-2016). Task: Predict the product of the given reaction. Given the reactants [Cl:1][C:2]1[CH:15]=[C:14]([N+:16]([O-:18])=[O:17])[CH:13]=[CH:12][C:3]=1[O:4][C:5]1[CH:6]=[C:7]([OH:11])[CH:8]=[CH:9][CH:10]=1.[OH-].[K+].F[P-](F)(F)(F)(F)F.CN([P+](N(C)C)(N(C)C)O[CH2:33][C:34]([CH3:37])([CH3:36])[CH3:35])C.O, predict the reaction product. The product is: [Cl:1][C:2]1[CH:15]=[C:14]([N+:16]([O-:18])=[O:17])[CH:13]=[CH:12][C:3]=1[O:4][C:5]1[CH:10]=[CH:9][CH:8]=[C:7]([O:11][CH2:33][C:34]([CH3:37])([CH3:36])[CH3:35])[CH:6]=1.